Dataset: Full USPTO retrosynthesis dataset with 1.9M reactions from patents (1976-2016). Task: Predict the reactants needed to synthesize the given product. (1) Given the product [N:1]1[CH:2]=[CH:3][C:4]([O:7][C:8]2[CH:9]=[C:10]([C:14]3[C:15]4[O:22][C:21](/[CH:23]=[C:25]5/[C:26](=[O:27])[NH:28][C:29](=[O:30])[S:31]/5)=[CH:20][C:16]=4[CH:17]=[N:18][CH:19]=3)[CH:11]=[CH:12][CH:13]=2)=[CH:5][CH:6]=1, predict the reactants needed to synthesize it. The reactants are: [N:1]1[CH:6]=[CH:5][C:4]([O:7][C:8]2[CH:9]=[C:10]([C:14]3[C:15]4[O:22][C:21]([CH:23]=O)=[CH:20][C:16]=4[CH:17]=[N:18][CH:19]=3)[CH:11]=[CH:12][CH:13]=2)=[CH:3][CH:2]=1.[CH2:25]1[S:31][C:29](=[O:30])[NH:28][C:26]1=[O:27].NCCC(O)=O. (2) Given the product [CH:16]12[CH2:17][CH:18]([CH2:19][CH2:20][CH2:21]1)[C:22](=[O:24])[O:27][C:25]2=[O:26], predict the reactants needed to synthesize it. The reactants are: C1(N=C=NC2CCCCC2)CCCCC1.[CH:16]1([C:25]([OH:27])=[O:26])[CH2:21][CH2:20][CH2:19][CH:18]([C:22]([OH:24])=O)[CH2:17]1. (3) Given the product [C:26]([O:30][C:31]([NH:6][CH2:7][C:8]1[CH:16]=[CH:15][C:11]([C:12]([OH:14])=[O:13])=[CH:10][C:9]=1[N+:17]([O-:19])=[O:18])=[O:32])([CH3:29])([CH3:28])[CH3:27], predict the reactants needed to synthesize it. The reactants are: S(O)(O)(=O)=O.[NH2:6][CH2:7][C:8]1[CH:16]=[CH:15][C:11]([C:12]([OH:14])=[O:13])=[CH:10][C:9]=1[N+:17]([O-:19])=[O:18].C(=O)([O-])[O-].[K+].[K+].[C:26]([O:30][C:31](O[C:31]([O:30][C:26]([CH3:29])([CH3:28])[CH3:27])=[O:32])=[O:32])([CH3:29])([CH3:28])[CH3:27].Cl. (4) Given the product [C:24]([O:23][C:21](=[O:22])[NH:20][C:11]1([C:14]2[CH:15]=[CH:16][CH:17]=[CH:18][CH:19]=2)[C:12](=[O:13])[N:6]2[CH:7]([S:8][CH2:9][CH:5]2[C:3](=[O:2])[NH2:28])[CH2:10]1)([CH3:25])([CH3:26])[CH3:27], predict the reactants needed to synthesize it. The reactants are: C[O:2][C:3]([CH:5]1[CH2:9][S:8][CH:7]2[CH2:10][C:11]([NH:20][C:21]([O:23][C:24]([CH3:27])([CH3:26])[CH3:25])=[O:22])([C:14]3[CH:19]=[CH:18][CH:17]=[CH:16][CH:15]=3)[C:12](=[O:13])[N:6]12)=O.[NH3:28].CO. (5) The reactants are: C(=[N:14][N:15]=[CH:16][C:17]1[S:18][C:19]([CH2:23][O:24][CH2:25][C:26]2[CH:31]=[CH:30][CH:29]=[CH:28][CH:27]=2)=[CH:20][C:21]=1Br)(C1C=CC=CC=1)C1C=CC=CC=1.C(=O)([O-])[O-].[Cs+].[Cs+]. Given the product [CH2:25]([O:24][CH2:23][C:19]1[S:18][C:17]2[CH:16]=[N:15][NH:14][C:21]=2[CH:20]=1)[C:26]1[CH:31]=[CH:30][CH:29]=[CH:28][CH:27]=1, predict the reactants needed to synthesize it. (6) Given the product [NH2:8][C:9]1[N:14]=[C:13]([C:15]2[O:16][CH:17]=[CH:18][CH:19]=2)[C:12]([C:20]#[N:21])=[C:11]([N:5]2[CH2:6][CH2:7][N:2]([CH3:1])[CH2:3][CH2:4]2)[N:10]=1, predict the reactants needed to synthesize it. The reactants are: [CH3:1][N:2]1[CH2:7][CH2:6][NH:5][CH2:4][CH2:3]1.[NH2:8][C:9]1[N:14]=[C:13]([C:15]2[O:16][CH:17]=[CH:18][CH:19]=2)[C:12]([C:20]#[N:21])=[C:11](S(C)(=O)=O)[N:10]=1.